The task is: Predict the product of the given reaction.. This data is from Forward reaction prediction with 1.9M reactions from USPTO patents (1976-2016). Given the reactants [Cl:1][C:2]1[CH:7]=[C:6]([Cl:8])[N:5]=[C:4]([NH:9][C:10]2[CH:17]=[CH:16][C:13]([C:14]#[N:15])=[CH:12][CH:11]=2)[N:3]=1.[Br:18]N1C(=O)CCC1=O, predict the reaction product. The product is: [Br:18][C:7]1[C:6]([Cl:8])=[N:5][C:4]([NH:9][C:10]2[CH:17]=[CH:16][C:13]([C:14]#[N:15])=[CH:12][CH:11]=2)=[N:3][C:2]=1[Cl:1].